Task: Predict the product of the given reaction.. Dataset: Forward reaction prediction with 1.9M reactions from USPTO patents (1976-2016) (1) Given the reactants [CH2:1]([NH:3][C:4](=[O:6])[O-:5])[CH3:2].C(Cl)Cl.[C:10]([OH:16])([C:12]([F:15])([F:14])[F:13])=[O:11], predict the reaction product. The product is: [OH:16][C:10]([C:12]([F:15])([F:14])[F:13])=[O:11].[CH2:1]([NH:3][C:4](=[O:5])[OH:6])[CH3:2]. (2) Given the reactants [NH2:1][C:2]1[N:7]=[C:6]([O:8]C)[C:5]([C:10]([NH:12][CH2:13][CH:14]2[CH2:19][CH2:18][N:17]([CH2:20][CH2:21][CH2:22][O:23][CH3:24])[CH2:16][CH2:15]2)=[O:11])=[CH:4][C:3]=1[Cl:25], predict the reaction product. The product is: [NH2:1][C:2]1[NH:7][C:6](=[O:8])[C:5]([C:10]([NH:12][CH2:13][CH:14]2[CH2:19][CH2:18][N:17]([CH2:20][CH2:21][CH2:22][O:23][CH3:24])[CH2:16][CH2:15]2)=[O:11])=[CH:4][C:3]=1[Cl:25]. (3) Given the reactants FC1C=CC(CC(OC)=O)=C(OC[C@@H]2CO2)C=1.[Cl:18][C:19]1[CH:24]=[CH:23][C:22]([CH2:25][C:26]([O:28][CH3:29])=[O:27])=[C:21]([OH:30])[CH:20]=1.[N+](C1C=C(S(O[CH2:44][C@:45]2([CH3:48])[CH2:47][O:46]2)(=O)=O)C=CC=1)([O-])=O, predict the reaction product. The product is: [Cl:18][C:19]1[CH:24]=[CH:23][C:22]([CH2:25][C:26]([O:28][CH3:29])=[O:27])=[C:21]([O:30][CH2:44][C@:45]2([CH3:48])[CH2:47][O:46]2)[CH:20]=1. (4) Given the reactants [C:1]1([CH:7]([C:25]2[CH:30]=[CH:29][CH:28]=[CH:27][CH:26]=2)[CH2:8][CH2:9][N:10]2[CH2:15][CH2:14][CH:13]([NH:16][C:17](=[O:24])[CH2:18][C:19]3[N:20]=[N:21][NH:22][N:23]=3)[CH2:12][CH2:11]2)[CH:6]=[CH:5][CH:4]=[CH:3][CH:2]=1.[OH-].[Na+].[CH3:33]I, predict the reaction product. The product is: [C:1]1([CH:7]([C:25]2[CH:30]=[CH:29][CH:28]=[CH:27][CH:26]=2)[CH2:8][CH2:9][N:10]2[CH2:15][CH2:14][CH:13]([NH:16][C:17](=[O:24])[CH2:18][C:19]3[N:20]=[N:21][N:22]([CH3:33])[N:23]=3)[CH2:12][CH2:11]2)[CH:6]=[CH:5][CH:4]=[CH:3][CH:2]=1. (5) Given the reactants C(OC([N:8]1[CH2:13][CH2:12][CH:11]([C:14]2[CH:19]=[CH:18][C:17]([C:20]3[CH:25]=[CH:24][N:23]=[C:22]([CH3:26])[CH:21]=3)=[CH:16][N:15]=2)[CH2:10][CH2:9]1)=O)(C)(C)C.C(O)(C(F)(F)F)=O.O.[OH-].[Na+], predict the reaction product. The product is: [CH3:26][C:22]1[CH:21]=[C:20]([C:17]2[CH:18]=[CH:19][C:14]([CH:11]3[CH2:12][CH2:13][NH:8][CH2:9][CH2:10]3)=[N:15][CH:16]=2)[CH:25]=[CH:24][N:23]=1. (6) Given the reactants [F:1][C:2]1[CH:10]=[CH:9][C:5]([C:6]([OH:8])=[O:7])=[CH:4][C:3]=1[OH:11].S(Cl)(Cl)=O.[CH3:16]O, predict the reaction product. The product is: [CH3:16][O:7][C:6](=[O:8])[C:5]1[CH:9]=[CH:10][C:2]([F:1])=[C:3]([OH:11])[CH:4]=1. (7) Given the reactants C[O:2][C:3]1[CH:8]=[CH:7][C:6]([S:9][C:10]2[CH:28]=[CH:27][C:13]([C:14]([NH:16][C:17]3[CH:22]=[CH:21][CH:20]=[C:19]([C:23]([F:26])([F:25])[F:24])[CH:18]=3)=[O:15])=[CH:12][C:11]=2[NH:29][C:30]2[C:31]3[CH:39]=[CH:38][CH:37]=[N:36][C:32]=3[N:33]=[CH:34][N:35]=2)=[CH:5][CH:4]=1.C(C1C=CC2C(NC3C=C(C=CC=3SC3C=CC(OC)=CC=3)C(NC3C=CC(C)=CC=3)=O)=NC=NC=2N=1)(C)C, predict the reaction product. The product is: [OH:2][C:3]1[CH:8]=[CH:7][C:6]([S:9][C:10]2[CH:28]=[CH:27][C:13]([C:14]([NH:16][C:17]3[CH:22]=[CH:21][CH:20]=[C:19]([C:23]([F:24])([F:25])[F:26])[CH:18]=3)=[O:15])=[CH:12][C:11]=2[NH:29][C:30]2[C:31]3[CH:39]=[CH:38][CH:37]=[N:36][C:32]=3[N:33]=[CH:34][N:35]=2)=[CH:5][CH:4]=1.